Task: Predict the product of the given reaction.. Dataset: Forward reaction prediction with 1.9M reactions from USPTO patents (1976-2016) Given the reactants [NH2:1][C:2]1[N:6]([C:7]2[CH:8]=[C:9]([CH:16]=[CH:17][C:18]=2[CH3:19])[C:10]([NH:12][CH:13]2[CH2:15][CH2:14]2)=[O:11])[N:5]=[CH:4][C:3]=1[C:20](=[O:31])[C:21]1[CH:26]=[CH:25][CH:24]=[C:23]([O:27][CH2:28][CH2:29]Br)[CH:22]=1.[CH3:32][N:33]1[CH2:38][CH2:37][NH:36][CH2:35][CH2:34]1, predict the reaction product. The product is: [NH2:1][C:2]1[N:6]([C:7]2[CH:8]=[C:9]([CH:16]=[CH:17][C:18]=2[CH3:19])[C:10]([NH:12][CH:13]2[CH2:15][CH2:14]2)=[O:11])[N:5]=[CH:4][C:3]=1[C:20](=[O:31])[C:21]1[CH:26]=[CH:25][CH:24]=[C:23]([O:27][CH2:28][CH2:29][N:36]2[CH2:37][CH2:38][N:33]([CH3:32])[CH2:34][CH2:35]2)[CH:22]=1.